Predict the reactants needed to synthesize the given product. From a dataset of Full USPTO retrosynthesis dataset with 1.9M reactions from patents (1976-2016). Given the product [F:40][C:41]1[CH:42]=[C:43]2[C:48](=[CH:49][CH:50]=1)[N:47]=[CH:46][C:45]([C:2]1[CH:3]=[N:4][N:5]3[C:10]([N:11]([CH2:20][O:21][CH2:22][CH2:23][Si:24]([CH3:27])([CH3:26])[CH3:25])[CH2:12][O:13][CH2:14][CH2:15][Si:16]([CH3:19])([CH3:18])[CH3:17])=[CH:9][C:8]([CH:28]([NH:30][CH:31]4[CH2:36][CH2:35][O:34][CH2:33][CH2:32]4)[CH3:29])=[N:7][C:6]=13)=[CH:44]2, predict the reactants needed to synthesize it. The reactants are: I[C:2]1[CH:3]=[N:4][N:5]2[C:10]([N:11]([CH2:20][O:21][CH2:22][CH2:23][Si:24]([CH3:27])([CH3:26])[CH3:25])[CH2:12][O:13][CH2:14][CH2:15][Si:16]([CH3:19])([CH3:18])[CH3:17])=[CH:9][C:8]([CH:28]([NH:30][CH:31]3[CH2:36][CH2:35][O:34][CH2:33][CH2:32]3)[CH3:29])=[N:7][C:6]=12.B(O)O.[F:40][C:41]1[CH:42]=[C:43]2[C:48](=[CH:49][CH:50]=1)[N:47]=[CH:46][CH:45]=[CH:44]2.C([O-])([O-])=O.[K+].[K+].C(Cl)Cl.